This data is from Forward reaction prediction with 1.9M reactions from USPTO patents (1976-2016). The task is: Predict the product of the given reaction. (1) The product is: [CH3:12][C:10]1([CH3:11])[C:6]2[CH:5]=[C:4]([OH:37])[CH:3]=[CH:2][C:7]=2[O:8][CH2:9]1. Given the reactants Br[C:2]1[CH:3]=[C:4](CC([O-])=O)[CH:5]=[CH:6][C:7]=1[O:8][CH2:9][C:10]([CH3:12])=[CH2:11].C1(C)C=CC=CC=1.C([SnH](CCCC)CCCC)CCC.[OH-:37].[Na+].Cl, predict the reaction product. (2) Given the reactants [F:1][C:2]([F:18])([F:17])[S:3]([NH:6][C:7]1[CH:12]=[CH:11][CH:10]=[C:9]([C:13]([NH:15][NH2:16])=[O:14])[CH:8]=1)(=[O:5])=[O:4].Cl[C:20](=[O:26])[C:21]([O:23][CH2:24][CH3:25])=[O:22], predict the reaction product. The product is: [O:26]=[C:20]([NH:16][NH:15][C:13](=[O:14])[C:9]1[CH:10]=[CH:11][CH:12]=[C:7]([NH:6][S:3]([C:2]([F:17])([F:1])[F:18])(=[O:4])=[O:5])[CH:8]=1)[C:21]([O:23][CH2:24][CH3:25])=[O:22]. (3) Given the reactants [NH2:1][C:2]1[CH:7]=[CH:6][CH:5]=[CH:4][C:3]=1[C:8]1[CH:13]=[CH:12][CH:11]=[CH:10][CH:9]=1.[CH3:14][C:15](OC(C)=O)=[O:16], predict the reaction product. The product is: [C:15]([NH:1][C:2]1[CH:7]=[CH:6][CH:5]=[CH:4][C:3]=1[C:8]1[CH:9]=[CH:10][CH:11]=[CH:12][CH:13]=1)(=[O:16])[CH3:14]. (4) Given the reactants [N:1]1([CH2:7][C:8]2[CH:13]=[CH:12][C:11]([NH:14][C:15](=[S:38])[NH:16][NH:17][C:18](=O)[C:19]3[CH:24]=[C:23]([CH:25]([C:27]#[CH:28])[CH3:26])[C:22]([O:29][CH2:30][O:31][CH3:32])=[CH:21][C:20]=3[O:33][CH2:34][O:35][CH3:36])=[CH:10][CH:9]=2)[CH2:6][CH2:5][O:4][CH2:3][CH2:2]1.[OH-].[Na+], predict the reaction product. The product is: [CH3:26][CH:25]([C:23]1[C:22]([O:29][CH2:30][O:31][CH3:32])=[CH:21][C:20]([O:33][CH2:34][O:35][CH3:36])=[C:19]([C:18]2[N:14]([C:11]3[CH:12]=[CH:13][C:8]([CH2:7][N:1]4[CH2:6][CH2:5][O:4][CH2:3][CH2:2]4)=[CH:9][CH:10]=3)[C:15](=[S:38])[NH:16][N:17]=2)[CH:24]=1)[C:27]#[CH:28]. (5) Given the reactants [F:1][C:2]1[C:7]([F:8])=[CH:6][CH:5]=[CH:4][C:3]=1[CH2:9][CH2:10][C:11]1[CH:16]=[C:15]([OH:17])[N:14]2[N:18]=[C:19]([CH:21]=O)[CH:20]=[C:13]2[N:12]=1.C([O-])(=O)C.[Na+].Cl.[NH2:29][OH:30], predict the reaction product. The product is: [F:1][C:2]1[C:7]([F:8])=[CH:6][CH:5]=[CH:4][C:3]=1[CH2:9][CH2:10][C:11]1[CH:16]=[C:15]([OH:17])[N:14]2[N:18]=[C:19]([CH:21]=[N:29][OH:30])[CH:20]=[C:13]2[N:12]=1. (6) Given the reactants Br[C:2]1[N:6]2[N:7]=[C:8]([NH:12][CH2:13][CH2:14][CH2:15][CH3:16])[C:9]([CH3:11])=[CH:10][C:5]2=[N:4][CH:3]=1.Cl.[NH2:18][CH2:19][C:20]1[CH:25]=[CH:24][C:23](B(O)O)=[CH:22][CH:21]=1.C([O-])([O-])=O.[K+].[K+], predict the reaction product. The product is: [NH2:18][CH2:19][C:20]1[CH:25]=[CH:24][C:23]([C:2]2[N:6]3[N:7]=[C:8]([NH:12][CH2:13][CH2:14][CH2:15][CH3:16])[C:9]([CH3:11])=[CH:10][C:5]3=[N:4][CH:3]=2)=[CH:22][CH:21]=1. (7) Given the reactants [Cl:1][C:2]1[CH:18]=[CH:17][CH:16]=[CH:15][C:3]=1[C:4]1[C:13](=[O:14])[C:12]2[C:7](=[CH:8][CH:9]=[CH:10][CH:11]=2)[O:6][CH:5]=1.C([O-])=O.[NH4+], predict the reaction product. The product is: [Cl:1][C:2]1[CH:18]=[CH:17][CH:16]=[CH:15][C:3]=1[CH:4]1[C:13](=[O:14])[C:12]2[C:7](=[CH:8][CH:9]=[CH:10][CH:11]=2)[O:6][CH2:5]1.